This data is from Full USPTO retrosynthesis dataset with 1.9M reactions from patents (1976-2016). The task is: Predict the reactants needed to synthesize the given product. (1) The reactants are: [N:1]1[CH:2]=[CH:3][N:4]2[CH:9]=[CH:8][CH:7]=[C:6]([C:10]([N:12]3[CH2:17][CH2:16][N:15](C(OC(C)(C)C)=O)[CH2:14][CH2:13]3)=[O:11])[C:5]=12.[ClH:25]. Given the product [ClH:25].[N:1]1[CH:2]=[CH:3][N:4]2[CH:9]=[CH:8][CH:7]=[C:6]([C:10]([N:12]3[CH2:13][CH2:14][NH:15][CH2:16][CH2:17]3)=[O:11])[C:5]=12, predict the reactants needed to synthesize it. (2) Given the product [Si:35]([O:34][C@@H:19]1[C@@H:17]2[O:18][C@H:13]3[CH2:12][CH2:11][C@H:10]([CH2:9][CH2:8][OH:7])[O:70][C@@H:14]3[C@H:15]([O:52][Si:53]([C:66]([CH3:67])([CH3:68])[CH3:69])([C:54]3[CH:59]=[CH:58][CH:57]=[CH:56][CH:55]=3)[C:60]3[CH:65]=[CH:64][CH:63]=[CH:62][CH:61]=3)[C@@H:16]2[O:21][C@@H:20]1[CH2:22][CH:23]([O:26][Si:27]([CH2:28][CH3:29])([CH2:32][CH3:33])[CH2:30][CH3:31])[CH:24]=[CH2:25])([C:48]([CH3:50])([CH3:51])[CH3:49])([C:42]1[CH:43]=[CH:44][CH:45]=[CH:46][CH:47]=1)[C:36]1[CH:37]=[CH:38][CH:39]=[CH:40][CH:41]=1, predict the reactants needed to synthesize it. The reactants are: C([O:7][CH2:8][CH2:9][C@@H:10]1[O:70][C@@H:14]2[C@H:15]([O:52][Si:53]([C:66]([CH3:69])([CH3:68])[CH3:67])([C:60]3[CH:65]=[CH:64][CH:63]=[CH:62][CH:61]=3)[C:54]3[CH:59]=[CH:58][CH:57]=[CH:56][CH:55]=3)[C@@H:16]3[O:21][C@H:20]([CH2:22][CH:23]([O:26][Si:27]([CH2:32][CH3:33])([CH2:30][CH3:31])[CH2:28][CH3:29])[CH:24]=[CH2:25])[C@H:19]([O:34][Si:35]([C:48]([CH3:51])([CH3:50])[CH3:49])([C:42]4[CH:47]=[CH:46][CH:45]=[CH:44][CH:43]=4)[C:36]4[CH:41]=[CH:40][CH:39]=[CH:38][CH:37]=4)[C@@H:17]3[O:18][C@H:13]2[CH2:12][CH2:11]1)(=O)C(C)(C)C.CC(C[AlH]CC(C)C)C.C1(C)C=CC=CC=1.CO.[C@H](O)(C([O-])=O)[C@@H](O)C([O-])=O.[Na+].[K+]. (3) Given the product [CH:1]1([NH:9][CH2:8][CH2:7][NH2:10])[CH2:5][CH2:4][CH2:3][CH2:2]1, predict the reactants needed to synthesize it. The reactants are: [C:1]1(=O)[CH2:5][CH2:4][CH2:3][CH2:2]1.[CH2:7]([NH2:10])[CH2:8][NH2:9].C(O)(=O)C.C([BH3-])#N.[Na+]. (4) Given the product [Si:18]([O:25][CH2:26][CH2:27][NH:28][C:29]1[CH:30]=[CH:31][C:32]([NH:35][C:15]([C:11]2[S:12][CH:13]=[CH:14][C:10]=2[NH:9][C:7]([C:5]2[S:6][C:2]([Cl:1])=[CH:3][CH:4]=2)=[O:8])=[O:17])=[CH:33][CH:34]=1)([C:21]([CH3:24])([CH3:23])[CH3:22])([CH3:20])[CH3:19], predict the reactants needed to synthesize it. The reactants are: [Cl:1][C:2]1[S:6][C:5]([C:7]([NH:9][C:10]2[CH:14]=[CH:13][S:12][C:11]=2[C:15]([OH:17])=O)=[O:8])=[CH:4][CH:3]=1.[Si:18]([O:25][CH2:26][CH2:27][NH:28][C:29]1[CH:34]=[CH:33][C:32]([NH2:35])=[CH:31][CH:30]=1)([C:21]([CH3:24])([CH3:23])[CH3:22])([CH3:20])[CH3:19].CN(C(ON1N=NC2C=CC=CC1=2)=[N+](C)C)C.[B-](F)(F)(F)F.C(N(CC)C(C)C)(C)C. (5) Given the product [C:15]([O:14][C:12]([N:2]1[C@@H:3]([C:7]([OH:9])=[O:8])[CH2:4][C@@H:5]2[C@H:1]1[CH2:6]2)=[O:13])([CH3:18])([CH3:16])[CH3:17], predict the reactants needed to synthesize it. The reactants are: [C@@H:1]12[CH2:6][C@@H:5]1[CH2:4][C@H:3]([C:7]([O:9]CC)=[O:8])[N:2]2[C:12]([O:14][C:15]([CH3:18])([CH3:17])[CH3:16])=[O:13].O.[OH-].[Li+].